Dataset: Reaction yield outcomes from USPTO patents with 853,638 reactions. Task: Predict the reaction yield, written as a fraction of the theoretical maximum amount of product (1.0 means a 100% yield; for example, 0.34 means a 34% yield). (1) The reactants are [CH:1]1([NH2:7])[CH2:6][CH2:5][CH2:4][CH2:3][CH2:2]1.C([O:10][C:11]([C:13]1[C:14](=[O:26])[N:15]([CH3:25])[C:16]2[C:21]([C:22]=1[OH:23])=[CH:20][C:19]([CH3:24])=[CH:18][CH:17]=2)=O)C. The catalyst is C1(C)C=CC=CC=1.O. The product is [CH:1]1([NH:7][C:11]([C:13]2[C:14](=[O:26])[N:15]([CH3:25])[C:16]3[C:21]([C:22]=2[OH:23])=[CH:20][C:19]([CH3:24])=[CH:18][CH:17]=3)=[O:10])[CH2:6][CH2:5][CH2:4][CH2:3][CH2:2]1. The yield is 0.970. (2) The reactants are [C:1]([Si:5]([CH3:36])([CH3:35])[O:6][C:7]1[CH:12]=[CH:11][C:10]([C:13]([C:18]2[CH:23]=[CH:22][C:21]([C:24]#[C:25][C:26]([C:28]3([CH2:31][CH3:32])[CH2:30][CH2:29]3)=[O:27])=[C:20]([CH3:33])[CH:19]=2)([CH2:16][CH3:17])[CH2:14][CH3:15])=[CH:9][C:8]=1[CH3:34])([CH3:4])([CH3:3])[CH3:2].[BH4-].[Na+]. The catalyst is C1COCC1.CO. The product is [C:1]([Si:5]([CH3:35])([CH3:36])[O:6][C:7]1[CH:12]=[CH:11][C:10]([C:13]([C:18]2[CH:23]=[CH:22][C:21]([C:24]#[C:25][CH:26]([C:28]3([CH2:31][CH3:32])[CH2:29][CH2:30]3)[OH:27])=[C:20]([CH3:33])[CH:19]=2)([CH2:14][CH3:15])[CH2:16][CH3:17])=[CH:9][C:8]=1[CH3:34])([CH3:2])([CH3:4])[CH3:3]. The yield is 0.910. (3) The reactants are [Br:1][CH2:2][C:3]([O:5][C:6]([CH3:9])([CH3:8])[CH3:7])=[O:4].[S:10]1[CH2:14][CH2:13][CH2:12][CH2:11]1. The catalyst is CC(C)=O. The product is [Br-:1].[C:6]([O:5][C:3](=[O:4])[CH2:2][S+:10]1[CH2:14][CH2:13][CH2:12][CH2:11]1)([CH3:9])([CH3:8])[CH3:7]. The yield is 0.925.